Dataset: Catalyst prediction with 721,799 reactions and 888 catalyst types from USPTO. Task: Predict which catalyst facilitates the given reaction. (1) Reactant: [CH3:1][O:2][C:3]1[CH:10]=[CH:9][C:6](NC)=[CH:5][CH:4]=1.[CH2:11]([N:13]([CH:17](C)C)C(C)C)C.ClC(Cl)([O:23]C(=O)OC(Cl)(Cl)Cl)Cl.[Br:32][C:33]1[CH:38]=[CH:37][C:36]([C:39]([CH:41]2[CH2:46][CH2:45][NH:44][CH2:43][CH2:42]2)=[O:40])=[CH:35][CH:34]=1. Product: [CH3:1][O:2][C:3]1[CH:4]=[CH:5][C:6]([CH2:17][NH:13][C:11]([N:44]2[CH2:45][CH2:46][CH:41]([C:39](=[O:40])[C:36]3[CH:37]=[CH:38][C:33]([Br:32])=[CH:34][CH:35]=3)[CH2:42][CH2:43]2)=[O:23])=[CH:9][CH:10]=1. The catalyst class is: 2. (2) Reactant: [OH:1][CH2:2][C:3]1[N:15]2[C:6]([C:7]3[CH:8]=[C:9]([C:24]4[CH:29]=[CH:28][CH:27]=[CH:26][CH:25]=4)[C:10]([C:16]4[CH:23]=[CH:22][C:19]([CH:20]=O)=[CH:18][CH:17]=4)=[N:11][C:12]=3[CH:13]=[CH:14]2)=[N:5][N:4]=1.[NH4+:30].[OH-].II. Product: [OH:1][CH2:2][C:3]1[N:15]2[C:6]([C:7]3[CH:8]=[C:9]([C:24]4[CH:29]=[CH:28][CH:27]=[CH:26][CH:25]=4)[C:10]([C:16]4[CH:17]=[CH:18][C:19]([C:20]#[N:30])=[CH:22][CH:23]=4)=[N:11][C:12]=3[CH:13]=[CH:14]2)=[N:5][N:4]=1. The catalyst class is: 1.